Dataset: Full USPTO retrosynthesis dataset with 1.9M reactions from patents (1976-2016). Task: Predict the reactants needed to synthesize the given product. (1) Given the product [C:18]([NH:9][CH:2]1[CH2:3][C:4](=[CH2:6])[CH2:5]1)([O:17][C:14]([CH3:16])([CH3:15])[CH3:13])=[O:20], predict the reactants needed to synthesize it. The reactants are: C=[C:2]1[CH2:5][CH:4]([C:6](O)=O)[CH2:3]1.[N-:9]=[N+]=[N-].[Na+].[CH3:13][C:14]([O:17][C:18]([O:20]C(OC(C)(C)C)=O)=O)([CH3:16])[CH3:15]. (2) Given the product [F:19][C:10]1[C:9]([O:8][CH2:7][C:5]2[O:6][CH:2]=[C:3]([C:20]3[CH:25]=[CH:24][C:23]([O:26][CH3:27])=[CH:22][CH:21]=3)[N:4]=2)=[CH:17][CH:16]=[C:15]([F:18])[C:11]=1[C:12]([NH2:14])=[O:13], predict the reactants needed to synthesize it. The reactants are: Br[C:2]1[O:6][C:5]([CH2:7][O:8][C:9]2[C:10]([F:19])=[C:11]([C:15]([F:18])=[CH:16][CH:17]=2)[C:12]([NH2:14])=[O:13])=[N:4][C:3]=1[C:20]1[CH:25]=[CH:24][C:23]([O:26][CH3:27])=[CH:22][CH:21]=1.O.[OH-].[Na+]. (3) Given the product [NH2:13][C:4]1[C:3]([O:2][CH3:1])=[CH:12][CH:11]=[CH:10][C:5]=1[C:6]([O:8][CH3:9])=[O:7], predict the reactants needed to synthesize it. The reactants are: [CH3:1][O:2][C:3]1[C:4]([N+:13]([O-])=O)=[C:5]([CH:10]=[CH:11][CH:12]=1)[C:6]([O:8][CH3:9])=[O:7]. (4) Given the product [Br:1][C:2]1[CH:7]=[CH:6][C:5]([C:8]2([C:11]([NH2:24])=[O:13])[CH2:10][CH2:9]2)=[CH:4][CH:3]=1, predict the reactants needed to synthesize it. The reactants are: [Br:1][C:2]1[CH:7]=[CH:6][C:5]([C:8]2([C:11]([OH:13])=O)[CH2:10][CH2:9]2)=[CH:4][CH:3]=1.ClC(OCC(C)C)=O.C([N:24](CC)CC)C.N. (5) The reactants are: [CH2:1]([S:8][CH2:9][C@H:10]([NH:14][C:15]([N:17]1[CH2:22][CH2:21][O:20][CH2:19][CH2:18]1)=[O:16])[C:11]([OH:13])=O)[C:2]1[CH:7]=[CH:6][CH:5]=[CH:4][CH:3]=1.[F:23][C:24]([F:38])([F:37])[O:25][C:26]1[CH:31]=[CH:30][C:29]([NH:32][CH2:33][C@@H:34]([NH2:36])[CH3:35])=[CH:28][CH:27]=1.CN(C(ON1N=NC2C=CC=NC1=2)=[N+](C)C)C.F[P-](F)(F)(F)(F)F.CCN(C(C)C)C(C)C. Given the product [CH2:1]([S:8][CH2:9][C@H:10]([NH:14][C:15]([N:17]1[CH2:22][CH2:21][O:20][CH2:19][CH2:18]1)=[O:16])[C:11](=[O:13])[NH:36][C@@H:34]([CH3:35])[CH2:33][NH:32][C:29]1[CH:28]=[CH:27][C:26]([O:25][C:24]([F:23])([F:37])[F:38])=[CH:31][CH:30]=1)[C:2]1[CH:3]=[CH:4][CH:5]=[CH:6][CH:7]=1, predict the reactants needed to synthesize it. (6) Given the product [CH3:24][C:18]1[C:17]([CH2:16][O:15][C:13]2[CH:12]=[CH:11][C:10]3[C:6]([CH2:5][C:4]([OH:25])=[O:3])=[CH:7][S:8][C:9]=3[CH:14]=2)=[CH:22][CH:21]=[C:20]([CH3:23])[N:19]=1, predict the reactants needed to synthesize it. The reactants are: C([O:3][C:4](=[O:25])[CH2:5][C:6]1[C:10]2[CH:11]=[CH:12][C:13]([O:15][CH2:16][C:17]3[C:18]([CH3:24])=[N:19][C:20]([CH3:23])=[CH:21][CH:22]=3)=[CH:14][C:9]=2[S:8][CH:7]=1)C.[OH-].[Na+].Cl.